Dataset: Catalyst prediction with 721,799 reactions and 888 catalyst types from USPTO. Task: Predict which catalyst facilitates the given reaction. (1) Reactant: [H-].[Al+3].[Li+].[H-].[H-].[H-].[C:7]([NH:14][C@@H:15]([C:24](OC)=[O:25])[CH2:16][C:17]1[CH:22]=[CH:21][C:20]([OH:23])=[CH:19][CH:18]=1)([O:9][C:10]([CH3:13])([CH3:12])[CH3:11])=[O:8]. Product: [OH:25][CH2:24][C@H:15]([NH:14][C:7](=[O:8])[O:9][C:10]([CH3:12])([CH3:11])[CH3:13])[CH2:16][C:17]1[CH:22]=[CH:21][C:20]([OH:23])=[CH:19][CH:18]=1. The catalyst class is: 7. (2) Reactant: [C:1]([C:3]1[N:8]=[CH:7][C:6]([CH:9]([CH3:15])[C:10]([O:12]CC)=[O:11])=[CH:5][CH:4]=1)#[N:2].[OH-].[Na+]. Product: [C:1]([C:3]1[N:8]=[CH:7][C:6]([CH:9]([CH3:15])[C:10]([OH:12])=[O:11])=[CH:5][CH:4]=1)#[N:2]. The catalyst class is: 30.